Dataset: Forward reaction prediction with 1.9M reactions from USPTO patents (1976-2016). Task: Predict the product of the given reaction. Given the reactants [CH3:1][O:2][C:3]1[CH:12]=[C:11]2[C:6]([CH2:7][CH2:8][CH2:9][CH:10]2[C:13]([O:15]C)=[O:14])=[CH:5][CH:4]=1.[H-].[Na+].[CH2:19](Br)[CH:20]=[CH2:21].[OH-].[K+], predict the reaction product. The product is: [CH3:1][O:2][C:3]1[CH:12]=[C:11]2[C:6]([CH2:7][CH2:8][CH2:9][C:10]2([C:13]([OH:15])=[O:14])[CH2:21][CH:20]=[CH2:19])=[CH:5][CH:4]=1.